Dataset: Human Reference Interactome with 51,813 positive PPI pairs across 8,248 proteins, plus equal number of experimentally-validated negative pairs. Task: Binary Classification. Given two protein amino acid sequences, predict whether they physically interact or not. (1) Protein 2 (ENSG00000152133) has sequence MKNQAEEKAAEQFRMRLKNKQDEMKLEGDLRRSQRACQQLDVQKNIQVPREAWYWLRLEEETEEDEEEKEQDEDEYKSEDLSVLEKLQILTSYLREEHLYCIWCGTAYEDKEDLSSNCPGPTSADHD*MRSARSTALNRGEQRAVRYYSHMKLNMAEEEDYMSDSFINVQEDIRPGLPMLRQIREARRKEEKQQEANLKNRQKSLKEEEQERRDIGLKNALGCENKGFALLQKMGYKSGQALGKSGGGIVEPIPLNIKTGKSGIGHEASLKRKAEEKLESYRKKIHMKNQAEEKAAEQFR.... Result: 0 (the proteins do not interact). Protein 1 (ENSG00000185896) has sequence MAAPGSARRPLLLLLLLLLLGLMHCASAAMFMVKNGNGTACIMANFSAAFSVNYDTKSGPKNMTFDLPSDATVVLNRSSCGKENTSDPSLVIAFGRGHTLTLNFTRNATRYSVQLMSFVYNLSDTHLFPNASSKEIKTVESITDIRADIDKKYRCVSGTQVHMNNVTVTLHDATIQAYLSNSSFSRGETRCEQDRPSPTTAPPAPPSPSPSPVPKSPSVDKYNVSGTNGTCLLASMGLQLNLTYERKDNTTVTRLLNINPNKTSASGSCGAHLVTLELHSEGTTVLLFQFGMNASSSRFF.... (2) Protein 1 (ENSG00000096093) has sequence MVSNPVHGLPFLPGTSFKDSTKTAFHRSQTLSYRNGYAIVRRPTVGIGGDRLQFNQLSQAELDELASKAPVLTYGQPKQAPPADFIPAHVAFDKKVLKFDAYFQEDVPMSTEEQYRIRQVNIYYYLEDDSMSVIEPVVENSGILQGKLIKRQRLAKNDRGDHYHWKDLNRGINITIYGKTFRVVDCDQFTQVFLESQGIELNPPEKMALDPYTELRKQPLRKYVTPSDFDQLKQFLTFDKQVLRFYAIWDDTDSMYGECRTYIIHYYLMDDTVEIREVHERNDGRDPFPLLMNRQRVPKV.... Protein 2 (ENSG00000228727) has sequence MGSQGSGGVPLVQAPYTVLLLPLGTSRQDPGAQSFFLWLRRMQALEREQDALWQGLELLQHGQAWFEDHLREAQRQQLHLGALGENFLTDLHSEPGRPPLAQIQKVNICLQNLIHEKELSRQQKGVTQPKEEMAQRGCTKGPRGPTRV*MGSQGSGGVPLVQAPYTVLLLPLGTSRQDPGAQSFFLWLRRMQALEREQDALWQGLELLQHGQAWFEDHLREAQRQQLHLGALGENFLTDLHSEPGRPPLAQIQKVNICLQNLIHEKFSPSPLNKASSCTTQDSKERRREQNLWQQQELSR.... Result: 1 (the proteins interact). (3) Protein 1 (ENSG00000176177) has sequence MAFRRQVKNFVKNYSDAEIKVREATSNDPWGPSSSLMLDISDLTFNTISLSEIMNMLWHRLNDHGKNWRHVYKSLTLMDYLIKNGSKKVIQHCREGFCNLQTLKDFQHIDEAGKDQGYYIREKSKQVITLLMDEPLLCKEREVACRTRQRTSHSILFSKRQLGSSNSLTACTSAPTPDISASEKKYKLPKFGRLHNKRNVCKAGLKQEHCQDVHLPTETMLSQETLPLKIHGWKSTEDLMTFLDDDPELPLLATPPSIVSPITCLSEAEEVCNLSGADAVPTLSENSPSGQRDVSLDKRS.... Protein 2 (ENSG00000095002) has sequence MAVQPKETLQLESAAEVGFVRFFQGMPEKPTTTVRLFDRGDFYTAHGEDALLAAREVFKTQGVIKYMGPAGAKNLQSVVLSKMNFESFVKDLLLVRQYRVEVYKNRAGNKASKENDWYLAYKASPGNLSQFEDILFGNNDMSASIGVVGVKMSAVDGQRQVGVGYVDSIQRKLGLCEFPDNDQFSNLEALLIQIGPKECVLPGGETAGDMGKLRQIIQRGGILITERKKADFSTKDIYQDLNRLLKGKKGEQMNSAVLPEMENQVAVSSLSAVIKFLELLSDDSNFGQFELTTFDFSQYM.... Result: 0 (the proteins do not interact). (4) Protein 1 (ENSG00000277462) has sequence MDSVSFEDVAVAFTQEEWALLDPSQKNLYRDVMQEIFRNLASVGNKSEDQNIQDDFKNPGRNLSSHVVERLFEIKEGSQYGETFSQDSNLNLNKKVSTGVKPCECSVCGKVFICHSALHRHILSHIGNKLFECEECPEKLYHCKQCGKAFISLTSVDRHMVTHTSNGPYKGPVYEKPFDFPSVFQMPQSTYTGEKTYKCKHCDKAFNYSSYLREHERTHTGEKPYACKKCGKSFTFSSSLRQHERSHTGEKPYECKECGKAFSRSTYLGIHERTHTGEKPYECIKCGKAFRCSRVLRVHE.... Protein 2 (ENSG00000100934) has sequence MTTYLEFIQQNEERDGVRFSWNVWPSSRLEATRMVVPVAALFTPLKERPDLPPIQYEPVLCSRTTCRAVLNPLCQVDYRAKLWACNFCYQRNQFPPSYAGISELNQPAELLPQFSSIEYVVLRGPQMPLIFLYVVDTCMEDEDLQALKESMQMSLSLLPPTALVGLITFGRMVQVHELGCEGISKSYVFRGTKDLSAKQLQEMLGLSKVPLTQATRGPQVQQPPPSNRFLQPVQKIDMNLTDLLGELQRDPWPVPQGKRPLRSSGVALSIAVGLLECTFPNTGARIMMFIGGPATQGPGM.... Result: 0 (the proteins do not interact). (5) Protein 1 (ENSG00000182533) has sequence MMAEEHTDLEAQIVKDIHCKEIDLVNRDPKNINEDIVKVDFEDVIAEPVGTYSFDGVWKVSYTTFTVSKYWCYRLLSTLLGVPLALLWGFLFACISFCHIWAVVPCIKSYLIEIQCISHIYSLCIRTFCNPLFAALGQVCSSIKVVLRKEV*. Protein 2 (ENSG00000205707) has sequence MKMANSLRGEVLKLYKNLLYLGRDYPKGADYFKKRLKNIFLKNKDVKNPEKIKELIAQGEFVMKELEALYFLRKYRAMKQRYYSDTNKTN*MKMANSLRGEVLKLYKNVSNYVANFIKMLLYDMDCLEIYNLSF*MKMANSLRGEVLKLYKNLLYLGRDYPKGADYFKKRLMKMANSLRGEVLKLYKNKKYNILGRVTMTNSSGKETKPL*MKMANSLRGEVLKLYKNKYIIFLFEAAVSWTRLSKRSRLF*. Result: 0 (the proteins do not interact). (6) Protein 1 (ENSG00000213465) has sequence MGLLTILKKMKQKERELRLLMLGLDNAGKTTILKKFNGEDIDTISPTLGFNIKTLEHRGFKLNIWDVGGQKSLRSYWRNYFESTDGLIWVVDSADRQRMQDCQRELQSLLVEERLAGATLLIFANKQDLPGALSSNAIREVLELDSIRSHHWCIQGCSAVTGENLLPGIDWLLDDISSRIFTAD*MGLLTILKKMKQKERELRLLMLGLDNAGKTTILKKFNGEDIDTISPTLGFNIKTLEHRGFKLNIWDVGGQKSLRSYWRNYFESTDGLIWVVDSADRQRMQDCQRELQSLLVEEVL.... Protein 2 (ENSG00000134243) has sequence MERPWGAADGLSRWPHGLGLLLLLQLLPPSTLSQDRLDAPPPPAAPLPRWSGPIGVSWGLRAAAAGGAFPRGGRWRRSAPGEDEECGRVRDFVAKLANNTHQHVFDDLRGSVSLSWVGDSTGVILVLTTFHVPLVIMTFGQSKLYRSEDYGKNFKDITDLINNTFIRTEFGMAIGPENSGKVVLTAEVSGGSRGGRIFRSSDFAKNFVQTDLPFHPLTQMMYSPQNSDYLLALSTENGLWVSKNFGGKWEEIHKAVCLAKWGSDNTIFFTTYANGSCKADLGALELWRTSDLGKSFKTIG.... Result: 0 (the proteins do not interact).